Dataset: Full USPTO retrosynthesis dataset with 1.9M reactions from patents (1976-2016). Task: Predict the reactants needed to synthesize the given product. (1) Given the product [C:29]([C:28]1[CH:27]=[CH:26][C:25]([CH:13]([O:14][C:15]2[CH:20]=[CH:19][C:18]([O:21][CH3:22])=[C:17]([O:23][CH3:24])[CH:16]=2)[CH2:12][CH2:11][CH2:10][N:3]2[CH2:2][CH:1]3[CH2:9][CH:5]([CH2:6][N:7]([C:36]([NH:35][CH2:33][CH3:34])=[O:37])[CH2:8]3)[CH2:4]2)=[CH:32][CH:31]=1)#[N:30], predict the reactants needed to synthesize it. The reactants are: [CH:1]12[CH2:9][CH:5]([CH2:6][NH:7][CH2:8]1)[CH2:4][N:3]([CH2:10][CH2:11][CH2:12][CH:13]([C:25]1[CH:32]=[CH:31][C:28]([C:29]#[N:30])=[CH:27][CH:26]=1)[O:14][C:15]1[CH:20]=[CH:19][C:18]([O:21][CH3:22])=[C:17]([O:23][CH3:24])[CH:16]=1)[CH2:2]2.[CH2:33]([N:35]=[C:36]=[O:37])[CH3:34]. (2) The reactants are: CN(C)C=O.S(Cl)(Cl)=O.[N:10]1[CH:15]=[CH:14][CH:13]=[C:12]([CH2:16][CH2:17][C:18]([OH:20])=O)[CH:11]=1.[CH3:21][C:22]1[N:27]=[C:26]([C:28]2[N:29]=[C:30]3[N:35]=[C:34]([NH2:36])[CH:33]=[CH:32][N:31]3[C:37]=2[C:38]2[CH:43]=[CH:42][N:41]=[C:40]([S:44][CH3:45])[N:39]=2)[CH:25]=[CH:24][CH:23]=1. Given the product [CH3:21][C:22]1[N:27]=[C:26]([C:28]2[N:29]=[C:30]3[N:35]=[C:34]([NH:36][C:18](=[O:20])[CH2:17][CH2:16][C:12]4[CH:11]=[N:10][CH:15]=[CH:14][CH:13]=4)[CH:33]=[CH:32][N:31]3[C:37]=2[C:38]2[CH:43]=[CH:42][N:41]=[C:40]([S:44][CH3:45])[N:39]=2)[CH:25]=[CH:24][CH:23]=1, predict the reactants needed to synthesize it. (3) Given the product [C:11]1([C:17]([C:25]2[CH:30]=[CH:29][CH:28]=[CH:27][CH:26]=2)=[N:18][C@H:19]([C:20]([O:22][CH2:23][CH3:24])=[O:21])[CH2:2][C:3]2[C:4]([O:9][CH3:10])=[N:5][CH:6]=[CH:7][CH:8]=2)[CH:12]=[CH:13][CH:14]=[CH:15][CH:16]=1, predict the reactants needed to synthesize it. The reactants are: Br[CH2:2][C:3]1[C:4]([O:9][CH3:10])=[N:5][CH:6]=[CH:7][CH:8]=1.[C:11]1([C:17]([C:25]2[CH:30]=[CH:29][CH:28]=[CH:27][CH:26]=2)=[N:18][CH2:19][C:20]([O:22][CH2:23][CH3:24])=[O:21])[CH:16]=[CH:15][CH:14]=[CH:13][CH:12]=1.[OH-].[Na+].